From a dataset of Reaction yield outcomes from USPTO patents with 853,638 reactions. Predict the reaction yield, written as a fraction of the theoretical maximum amount of product (1.0 means a 100% yield; for example, 0.34 means a 34% yield). (1) The reactants are [OH:1][C:2]1[CH:3]=[C:4]2[C:9](=[CH:10][CH:11]=1)[CH:8]=[C:7]([CH2:12][N:13]1[CH2:18][CH2:17][CH:16]([C:19]([O:21][CH2:22][CH3:23])=[O:20])[CH2:15][CH2:14]1)[CH:6]=[CH:5]2.[CH:24]([CH:27]1[CH2:32][CH2:31][CH:30](O)[CH2:29][CH2:28]1)([CH3:26])[CH3:25].C1C=CC(P(C2C=CC=CC=2)C2C=CC=CC=2)=CC=1.CC(OC(/N=N/C(OC(C)C)=O)=O)C. The catalyst is C1(C)C=CC=CC=1. The product is [CH:24]([CH:27]1[CH2:32][CH2:31][CH:30]([O:1][C:2]2[CH:3]=[C:4]3[C:9](=[CH:10][CH:11]=2)[CH:8]=[C:7]([CH2:12][N:13]2[CH2:18][CH2:17][CH:16]([C:19]([O:21][CH2:22][CH3:23])=[O:20])[CH2:15][CH2:14]2)[CH:6]=[CH:5]3)[CH2:29][CH2:28]1)([CH3:26])[CH3:25]. The yield is 0.510. (2) The reactants are [CH3:1][C:2]([C:4]1[C@@:8]2([CH3:23])[CH2:9][CH2:10][C@@H:11]3[C@:21]4([CH3:22])[C:15](=[CH:16][C:17]([CH2:19][CH2:20]4)=[O:18])[CH2:14][CH2:13][C@H:12]3[C@@H:7]2[CH2:6][CH:5]=1)=[O:3].ClCCCl.C([OH:31])(C)C. No catalyst specified. The product is [CH3:1][C:2]([C@:4]1([OH:31])[C@@:8]2([CH3:23])[CH2:9][CH2:10][C@@H:11]3[C@:21]4([CH3:22])[C:15](=[CH:16][C:17]([CH2:19][CH2:20]4)=[O:18])[CH2:14][CH2:13][C@H:12]3[C@@H:7]2[CH2:6][CH2:5]1)=[O:3]. The yield is 0.850. (3) The reactants are [O-2].[Ba+2].[N+:3]([O-:6])([O-:5])=[O:4].[Ba+2].[N+:8]([O-])([O-])=O.[Br:12][C:13]1[CH:14]=[N:15][CH:16]=[CH:17][C:18]=1[CH3:19]. The catalyst is O. The product is [N+:3]([O-:6])([O-:5])=[O:4].[NH2:8][N+:15]1[CH:16]=[CH:17][C:18]([CH3:19])=[C:13]([Br:12])[CH:14]=1. The yield is 0.457. (4) The reactants are [CH3:1][O:2][C:3]([C:5]1[S:6][C:7]([C:24]#[C:25][C:26]([CH3:29])([CH3:28])[CH3:27])=[CH:8][C:9]=1[N:10]1[CH:15]([CH:16]2[CH2:21][CH2:20][CH2:19][CH2:18][CH2:17]2)[CH2:14][CH2:13][C@H:12](Br)[C:11]1=[O:23])=[O:4].[N-:30]=[N+:31]=[N-:32].[Na+]. The catalyst is CN(C=O)C. The product is [CH3:1][O:2][C:3]([C:5]1[S:6][C:7]([C:24]#[C:25][C:26]([CH3:29])([CH3:28])[CH3:27])=[CH:8][C:9]=1[N:10]1[CH:15]([CH:16]2[CH2:21][CH2:20][CH2:19][CH2:18][CH2:17]2)[CH2:14][CH2:13][C@H:12]([N:30]=[N+:31]=[N-:32])[C:11]1=[O:23])=[O:4]. The yield is 0.560. (5) The reactants are [Br:1][C:2]1[CH:7]=[CH:6][C:5]([C:8]([C:10]2[CH:15]=[CH:14][C:13]([OH:16])=[CH:12][CH:11]=2)=O)=[C:4]([Cl:17])[CH:3]=1.[C:18]1(=O)[CH2:23][CH2:22][CH2:21][CH2:20][CH2:19]1. The catalyst is C1COCC1.Cl[Ti](Cl)(Cl)Cl.[Zn]. The product is [Br:1][C:2]1[CH:7]=[CH:6][C:5]([C:8](=[C:18]2[CH2:23][CH2:22][CH2:21][CH2:20][CH2:19]2)[C:10]2[CH:15]=[CH:14][C:13]([OH:16])=[CH:12][CH:11]=2)=[C:4]([Cl:17])[CH:3]=1. The yield is 0.930. (6) The reactants are Cl[C:2]1[C:11]2[C:6](=[CH:7][CH:8]=[CH:9][CH:10]=2)[C:5]([C:12]2[C:21]3[C:16](=[CH:17][CH:18]=[CH:19][CH:20]=3)[CH:15]=[CH:14][C:13]=2[O:22][S:23]([C:26]([F:29])([F:28])[F:27])(=[O:25])=[O:24])=[N:4][N:3]=1.[NH2:30][C@H:31]([C:38]1[CH:43]=[CH:42][CH:41]=[CH:40][CH:39]=1)[C:32]([OH:37])([CH2:35][CH3:36])[CH2:33][CH3:34]. No catalyst specified. The product is [CH2:33]([C:32]([OH:37])([CH2:35][CH3:36])[C@H:31]([NH:30][C:2]1[C:11]2[C:6](=[CH:7][CH:8]=[CH:9][CH:10]=2)[C:5]([C:12]2[C:21]3[C:16](=[CH:17][CH:18]=[CH:19][CH:20]=3)[CH:15]=[CH:14][C:13]=2[O:22][S:23]([C:26]([F:29])([F:28])[F:27])(=[O:25])=[O:24])=[N:4][N:3]=1)[C:38]1[CH:43]=[CH:42][CH:41]=[CH:40][CH:39]=1)[CH3:34]. The yield is 0.550. (7) The reactants are C(Cl)(=O)C(Cl)=O.[O:7]=[C:8]([C:12]1[S:13][CH:14]=[CH:15][CH:16]=1)[C:9]([OH:11])=[O:10].[N:17]12[CH2:24][CH2:23][CH:20]([CH2:21][CH2:22]1)[C@@H:19](O)[CH2:18]2. The catalyst is CN(C)C=O.C(Cl)(Cl)Cl. The product is [N:17]12[CH2:24][CH2:23][CH:20]([CH2:21][CH2:22]1)[C@@H:19]([O:10][C:9](=[O:11])[C:8](=[O:7])[C:12]1[S:13][CH:14]=[CH:15][CH:16]=1)[CH2:18]2. The yield is 0.926.